Predict which catalyst facilitates the given reaction. From a dataset of Catalyst prediction with 721,799 reactions and 888 catalyst types from USPTO. (1) Reactant: [I-].C[N+]1[CH:7]=[CH:6][N:5]([C:8](/[N:10]=[C:11]2\[S:12][C:13]([CH3:26])=[CH:14][N:15]\2[C:16]2[CH:21]=[CH:20][C:19]([C:22]([F:25])([F:24])[F:23])=[CH:18][CH:17]=2)=[O:9])[CH:4]=1.N1CCC[CH2:28]1.CCN(C(C)C)C(C)C. Product: [CH3:26][C:13]1[S:12]/[C:11](=[N:10]\[C:8]([N:5]2[CH2:6][CH2:7][CH2:28][CH2:4]2)=[O:9])/[N:15]([C:16]2[CH:21]=[CH:20][C:19]([C:22]([F:25])([F:24])[F:23])=[CH:18][CH:17]=2)[CH:14]=1. The catalyst class is: 245. (2) Reactant: [CH3:1][O:2][C:3]1[CH:8]=[C:7]([N+:9]([O-:11])=[O:10])[CH:6]=[CH:5][C:4]=1[N:12]1[CH:17]=[CH:16][CH:15]=[C:14]([CH2:18][C:19](O)=[O:20])[C:13]1=[O:22].B.ClCCl.[OH-].[Na+]. Product: [OH:20][CH2:19][CH2:18][C:14]1[C:13](=[O:22])[N:12]([C:4]2[CH:5]=[CH:6][C:7]([N+:9]([O-:11])=[O:10])=[CH:8][C:3]=2[O:2][CH3:1])[CH:17]=[CH:16][CH:15]=1. The catalyst class is: 1. (3) Product: [N:17]1[CH:22]=[N:21][N:20]=[CH:19][N:18]=1.[F:1][C:2]1[CH:7]=[CH:6][C:5]([N+:8]([O-:10])=[O:9])=[CH:4][C:3]=1[C:11]1[C:12]([Si:13]([CH3:15])([CH3:14])[CH3:16])=[CH:19][N:18]=[N:17][CH:22]=1. Reactant: [F:1][C:2]1[CH:7]=[CH:6][C:5]([N+:8]([O-:10])=[O:9])=[CH:4][C:3]=1[C:11]#[C:12][Si:13]([CH3:16])([CH3:15])[CH3:14].[N:17]1[CH:22]=[N:21][N:20]=[CH:19][N:18]=1. The catalyst class is: 12. (4) Product: [CH3:41][O:39][C:37]([C:30]1[C:31]([C:33]([F:36])([F:35])[F:34])=[N:32][C:27]([O:8][C:6]2[CH:5]=[CH:4][C:3]([CH:9]([CH3:25])[C:10]([C:16]3[CH:17]=[C:18]([CH3:24])[C:19](=[O:23])[N:20]([CH3:22])[CH:21]=3)([OH:15])[C:11]([F:13])([F:14])[F:12])=[C:2]([Cl:1])[CH:7]=2)=[N:28][CH:29]=1)=[O:38]. Reactant: [Cl:1][C:2]1[CH:7]=[C:6]([OH:8])[CH:5]=[CH:4][C:3]=1[CH:9]([CH3:25])[C:10]([C:16]1[CH:17]=[C:18]([CH3:24])[C:19](=[O:23])[N:20]([CH3:22])[CH:21]=1)([OH:15])[C:11]([F:14])([F:13])[F:12].Cl[C:27]1[N:32]=[C:31]([C:33]([F:36])([F:35])[F:34])[C:30]([C:37]([O-:39])=[O:38])=[CH:29][N:28]=1.N12CCN(CC1)C[CH2:41]2. The catalyst class is: 66. (5) Reactant: C([O:3][C:4](=O)[C:5]1[CH:10]=[CH:9][C:8]([N:11]2[CH2:16][CH2:15][CH:14]([NH:17][C:18]([O:20][CH2:21][C:22]3[CH:27]=[CH:26][CH:25]=[CH:24][CH:23]=3)=[O:19])[CH2:13][CH2:12]2)=[CH:7][CH:6]=1)C.[H-].C([Al+]CC(C)C)C(C)C.CCCCCC.CO.[Cl-].[Na+]. The catalyst class is: 4. Product: [CH2:21]([O:20][C:18]([NH:17][CH:14]1[CH2:13][CH2:12][N:11]([C:8]2[CH:7]=[CH:6][C:5]([CH:4]=[O:3])=[CH:10][CH:9]=2)[CH2:16][CH2:15]1)=[O:19])[C:22]1[CH:23]=[CH:24][CH:25]=[CH:26][CH:27]=1.